From a dataset of Forward reaction prediction with 1.9M reactions from USPTO patents (1976-2016). Predict the product of the given reaction. (1) Given the reactants Cl[C:2]1[N:7]=[CH:6][N:5]=[C:4]([NH:8][C:9]2[CH:14]=[CH:13][C:12]([N:15]3[CH2:20][CH2:19][N:18]([CH:21]4[CH2:24][O:23][CH2:22]4)[CH2:17][CH2:16]3)=[CH:11][CH:10]=2)[N:3]=1.[O:25]=[S:26]1(=[O:50])[CH2:31][CH2:30][CH:29]([O:32][C:33]2[CH:40]=[CH:39][C:38](B3OC(C)(C)C(C)(C)O3)=[CH:37][C:34]=2[C:35]#[N:36])[CH2:28][CH2:27]1.C(=O)([O-])[O-].[Na+].[Na+], predict the reaction product. The product is: [O:25]=[S:26]1(=[O:50])[CH2:27][CH2:28][CH:29]([O:32][C:33]2[CH:40]=[CH:39][C:38]([C:2]3[N:3]=[C:4]([NH:8][C:9]4[CH:14]=[CH:13][C:12]([N:15]5[CH2:20][CH2:19][N:18]([CH:21]6[CH2:24][O:23][CH2:22]6)[CH2:17][CH2:16]5)=[CH:11][CH:10]=4)[N:5]=[CH:6][N:7]=3)=[CH:37][C:34]=2[C:35]#[N:36])[CH2:30][CH2:31]1. (2) Given the reactants [Br:1][C:2]1[C:11]([F:12])=[CH:10][C:5]([C:6]([O:8]C)=O)=[C:4]([CH2:13]Br)[CH:3]=1.[CH:15]([NH2:18])([CH3:17])[CH3:16], predict the reaction product. The product is: [Br:1][C:2]1[CH:3]=[C:4]2[C:5](=[CH:10][C:11]=1[F:12])[C:6](=[O:8])[N:18]([CH:15]([CH3:17])[CH3:16])[CH2:13]2. (3) Given the reactants [N:1]([C@@H:4]1[CH2:8][CH2:7][C@H:6]([C:9]([OH:11])=[O:10])[CH2:5]1)=[N+:2]=[N-:3].[Br:12][C:13]1[CH:18]=[CH:17][C:16]([C:19]#[CH:20])=[CH:15][CH:14]=1.[Cl-].[Na+], predict the reaction product. The product is: [Br:12][C:13]1[CH:18]=[CH:17][C:16]([C:19]2[N:1]([C@@H:4]3[CH2:8][CH2:7][C@H:6]([C:9]([OH:11])=[O:10])[CH2:5]3)[N:2]=[N:3][CH:20]=2)=[CH:15][CH:14]=1.